Dataset: Reaction yield outcomes from USPTO patents with 853,638 reactions. Task: Predict the reaction yield, written as a fraction of the theoretical maximum amount of product (1.0 means a 100% yield; for example, 0.34 means a 34% yield). (1) The product is [CH:1]1([C:4]2[O:8][C:7]([C:9]3[C:10]([OH:17])=[N:11][C:12]([S:15][CH3:16])=[N:13][CH:14]=3)=[N:6][N:5]=2)[CH2:3][CH2:2]1. The catalyst is C1COCC1. The reactants are [CH:1]1([C:4]2[O:8][C:7]([C:9]3[C:10]([O:17]CC[Si](C)(C)C)=[N:11][C:12]([S:15][CH3:16])=[N:13][CH:14]=3)=[N:6][N:5]=2)[CH2:3][CH2:2]1.CCCC[N+](CCCC)(CCCC)CCCC.[F-].C1COCC1. The yield is 0.880. (2) The reactants are [NH2:1][C:2]([C:4]1[CH:5]=[N:6][C:7]2[C:12]([C:13]=1[NH:14][C:15]1[CH:16]=[C:17]([CH:25]=[CH:26][CH:27]=1)[C:18]([O:20]C(C)(C)C)=[O:19])=[CH:11][CH:10]=[C:9](Br)[CH:8]=2)=[O:3].B1(B2OC(C)(C)C(C)(C)O2)OC(C)(C)C(C)(C)O1.C([O-])(=O)C.[K+].Br[C:53]1[C:54]([O:59][CH2:60][CH3:61])=[N:55][NH:56][C:57]=1[CH3:58].C(=O)(O)[O-].[Na+].FC(F)(F)C(O)=O. The catalyst is O1CCOCC1.C1C=CC([P]([Pd]([P](C2C=CC=CC=2)(C2C=CC=CC=2)C2C=CC=CC=2)([P](C2C=CC=CC=2)(C2C=CC=CC=2)C2C=CC=CC=2)[P](C2C=CC=CC=2)(C2C=CC=CC=2)C2C=CC=CC=2)(C2C=CC=CC=2)C2C=CC=CC=2)=CC=1.ClCCl. The product is [NH2:1][C:2]([C:4]1[CH:5]=[N:6][C:7]2[C:12]([C:13]=1[NH:14][C:15]1[CH:16]=[C:17]([CH:25]=[CH:26][CH:27]=1)[C:18]([OH:20])=[O:19])=[CH:11][CH:10]=[C:9]([C:53]1[C:57]([CH3:58])=[N:56][NH:55][C:54]=1[O:59][CH2:60][CH3:61])[CH:8]=2)=[O:3]. The yield is 0.0400. (3) The reactants are [CH2:1]([N:8]1[CH2:17][CH2:16][C:15]2[NH:14][C:13](=O)[CH2:12][CH2:11][C:10]=2[CH2:9]1)[C:2]1[CH:7]=[CH:6][CH:5]=[CH:4][CH:3]=1.C1(Cl)C(=O)C([Cl:27])=C(Cl)C(=O)C=1Cl.P(Cl)(Cl)(Cl)=O. The catalyst is C1(C)C=CC=CC=1. The product is [CH2:1]([N:8]1[CH2:17][CH2:16][C:15]2[N:14]=[C:13]([Cl:27])[CH:12]=[CH:11][C:10]=2[CH2:9]1)[C:2]1[CH:7]=[CH:6][CH:5]=[CH:4][CH:3]=1. The yield is 0.280. (4) The reactants are [NH2:1][C:2]1[CH:11]=[CH:10][C:5]([C:6]([O:8][CH3:9])=[O:7])=[CH:4][C:3]=1[NH:12][C:13]([C:15]1[O:16][C:17]([CH2:20][C:21]2[C:29]3[O:28][C:27]([CH:30]([CH3:32])[CH3:31])=[CH:26][C:25]=3[CH:24]=[C:23]([Cl:33])[CH:22]=2)=[CH:18][CH:19]=1)=O. The catalyst is C(O)(=O)C. The product is [Cl:33][C:23]1[CH:22]=[C:21]([CH2:20][C:17]2[O:16][C:15]([C:13]3[NH:1][C:2]4[CH:11]=[CH:10][C:5]([C:6]([O:8][CH3:9])=[O:7])=[CH:4][C:3]=4[N:12]=3)=[CH:19][CH:18]=2)[C:29]2[O:28][C:27]([CH:30]([CH3:31])[CH3:32])=[CH:26][C:25]=2[CH:24]=1. The yield is 0.990. (5) The reactants are [CH2:1]([O:3][P:4]([CH2:9][CH2:10][NH:11][CH2:12][C:13]([CH3:36])=[CH:14][CH2:15][C:16]1[C:17]([O:29][CH2:30][CH2:31][Si:32]([CH3:35])([CH3:34])[CH3:33])=[C:18]2[C:22](=[C:23]([CH3:27])[C:24]=1[O:25][CH3:26])[CH2:21][O:20][C:19]2=[O:28])(=[O:8])[O:5][CH2:6][CH3:7])[CH3:2].[C:37](OC(=O)C)(=[O:39])[CH3:38]. The catalyst is C(O)(=O)C. The product is [CH2:1]([O:3][P:4]([CH2:9][CH2:10][N:11]([C:37](=[O:39])[CH3:38])[CH2:12][C:13]([CH3:36])=[CH:14][CH2:15][C:16]1[C:17]([O:29][CH2:30][CH2:31][Si:32]([CH3:33])([CH3:34])[CH3:35])=[C:18]2[C:22](=[C:23]([CH3:27])[C:24]=1[O:25][CH3:26])[CH2:21][O:20][C:19]2=[O:28])(=[O:8])[O:5][CH2:6][CH3:7])[CH3:2]. The yield is 0.810. (6) The reactants are COC1C=CC(C[N:8]2[C:12]3=[N:13][CH:14]=[C:15]([C:30]4[CH:35]=[CH:34][CH:33]=[CH:32][CH:31]=4)[C:16]([N:17]4[CH2:22][CH2:21][N:20](C(OC(C)(C)C)=O)[CH2:19][CH2:18]4)=[C:11]3[C:10](/[CH:36]=[CH:37]\[C:38]3[CH:39]=[N:40][N:41](CC4C=CC(OC)=CC=4)[CH:42]=3)=[N:9]2)=CC=1.C(O)(C(F)(F)F)=O.C(Cl)[Cl:62]. No catalyst specified. The product is [ClH:62].[NH:41]1[CH:42]=[C:38](/[CH:37]=[CH:36]\[C:10]2[C:11]3[C:12](=[N:13][CH:14]=[C:15]([C:30]4[CH:35]=[CH:34][CH:33]=[CH:32][CH:31]=4)[C:16]=3[N:17]3[CH2:18][CH2:19][NH:20][CH2:21][CH2:22]3)[NH:8][N:9]=2)[CH:39]=[N:40]1. The yield is 0.970. (7) The reactants are [F:1][C:2]1[CH:7]=[CH:6][C:5]([C:8]2[N:12]3[N:13]=[C:14]([O:17][CH3:18])[CH:15]=[CH:16][C:11]3=[N:10][C:9]=2[C:19]2[CH:20]=[CH:21][C:22]([CH3:26])=[C:23]([CH:25]=2)[NH2:24])=[CH:4][CH:3]=1.N1C=CC=CC=1.[CH3:33][C:34]([CH3:39])([CH3:38])[C:35](Cl)=[O:36]. The catalyst is C(#N)C. The product is [F:1][C:2]1[CH:7]=[CH:6][C:5]([C:8]2[N:12]3[N:13]=[C:14]([O:17][CH3:18])[CH:15]=[CH:16][C:11]3=[N:10][C:9]=2[C:19]2[CH:20]=[CH:21][C:22]([CH3:26])=[C:23]([NH:24][C:35](=[O:36])[C:34]([CH3:39])([CH3:38])[CH3:33])[CH:25]=2)=[CH:4][CH:3]=1. The yield is 0.900. (8) The reactants are [CH3:1][O:2][C:3](=[O:19])[C:4]1[CH:9]=[C:8]([S:10](=[O:16])(=[O:15])[NH:11][CH2:12][CH2:13][OH:14])[CH:7]=[CH:6][C:5]=1[CH2:17][CH3:18].[C:20]([C:24]1[CH:29]=[CH:28][CH:27]=[CH:26][C:25]=1O)([CH3:23])([CH3:22])[CH3:21].C1(P(C2C=CC=CC=2)C2C=CC=CC=2)C=CC=CC=1.N(C(OCC)=O)=NC(OCC)=O. The catalyst is O1CCCC1.C(OCC)(=O)C. The product is [CH3:1][O:2][C:3](=[O:19])[C:4]1[CH:9]=[C:8]([S:10](=[O:16])(=[O:15])[NH:11][CH2:12][CH2:13][O:14][C:27]2[CH:28]=[CH:29][C:24]([C:20]([CH3:23])([CH3:22])[CH3:21])=[CH:25][CH:26]=2)[CH:7]=[CH:6][C:5]=1[CH2:17][CH3:18]. The yield is 0.100. (9) The reactants are Cl[C:2]1[CH:3]=[C:4]([C:9]2[CH:13]=[C:12]([CH2:14][C:15]3[CH:20]=[CH:19][C:18]([CH2:21][O:22][C:23]4[CH:28]=[CH:27][CH:26]=[CH:25][N:24]=4)=[CH:17][CH:16]=3)[O:11][N:10]=2)[C:5]([NH2:8])=[N:6][CH:7]=1.C(O)=O.C(N(CC)C(C)C)(C)C.O. The catalyst is CN1CCCC1=O.C1C=CC([P]([Pd]([P](C2C=CC=CC=2)(C2C=CC=CC=2)C2C=CC=CC=2)([P](C2C=CC=CC=2)(C2C=CC=CC=2)C2C=CC=CC=2)[P](C2C=CC=CC=2)(C2C=CC=CC=2)C2C=CC=CC=2)(C2C=CC=CC=2)C2C=CC=CC=2)=CC=1.C(OCC)(=O)C. The product is [N:24]1[CH:25]=[CH:26][CH:27]=[CH:28][C:23]=1[O:22][CH2:21][C:18]1[CH:19]=[CH:20][C:15]([CH2:14][C:12]2[O:11][N:10]=[C:9]([C:4]3[C:5]([NH2:8])=[N:6][CH:7]=[CH:2][CH:3]=3)[CH:13]=2)=[CH:16][CH:17]=1. The yield is 0.0200. (10) The reactants are [CH3:1][O:2][C:3]1[CH:4]=[C:5]2[C:10](=[CH:11][C:12]=1[O:13][CH3:14])[N:9]=[C:8]([C:15]1[CH:20]=[CH:19][C:18]([F:21])=[CH:17][CH:16]=1)[N:7]=[C:6]2[C:22](O)=[O:23].Cl.[CH3:26][O:27][C:28]1[CH:37]=[C:36]([O:38][CH3:39])[CH:35]=[C:34]2[C:29]=1[CH2:30][CH2:31][NH:32][CH2:33]2. No catalyst specified. The product is [CH3:1][O:2][C:3]1[CH:4]=[C:5]2[C:10](=[CH:11][C:12]=1[O:13][CH3:14])[N:9]=[C:8]([C:15]1[CH:16]=[CH:17][C:18]([F:21])=[CH:19][CH:20]=1)[N:7]=[C:6]2[C:22]([N:32]1[CH2:31][CH2:30][C:29]2[C:34](=[CH:35][C:36]([O:38][CH3:39])=[CH:37][C:28]=2[O:27][CH3:26])[CH2:33]1)=[O:23]. The yield is 0.492.